Predict the product of the given reaction. From a dataset of Forward reaction prediction with 1.9M reactions from USPTO patents (1976-2016). (1) The product is: [C:61]([N:50]1[CH2:51][CH2:52][C:46]2[S:45][C:44]([C:41]3[CH:40]=[CH:39][C:38]([O:37][CH2:36][CH2:35][CH2:34][N:30]4[CH2:31][CH2:32][CH2:33][CH:29]4[CH3:28])=[CH:43][CH:42]=3)=[N:53][C:47]=2[CH2:48][CH2:49]1)(=[O:68])[C:62]1[CH:67]=[CH:66][N:65]=[CH:64][CH:63]=1. Given the reactants F[P-](F)(F)(F)(F)F.N1(O[P+](N(C)C)(N(C)C)N(C)C)C2C=CC=CC=2N=N1.[CH3:28][CH:29]1[CH2:33][CH2:32][CH2:31][N:30]1[CH2:34][CH2:35][CH2:36][O:37][C:38]1[CH:43]=[CH:42][C:41]([C:44]2[S:45][C:46]3[CH2:52][CH2:51][NH:50][CH2:49][CH2:48][C:47]=3[N:53]=2)=[CH:40][CH:39]=1.C(N(CC)CC)C.[C:61](O)(=[O:68])[C:62]1[CH:67]=[CH:66][N:65]=[CH:64][CH:63]=1, predict the reaction product. (2) Given the reactants Cl[C:2]1[N:10]=[C:9]2[C:5]([N:6]=[CH:7][N:8]2[CH3:11])=[C:4]([NH:12][CH:13]2[CH2:21][C:20]3[C:15](=[CH:16][CH:17]=[CH:18][CH:19]=3)[CH2:14]2)[N:3]=1.O.[NH2:23][NH2:24].O, predict the reaction product. The product is: [NH:23]([C:2]1[N:10]=[C:9]2[C:5]([N:6]=[CH:7][N:8]2[CH3:11])=[C:4]([NH:12][CH:13]2[CH2:21][C:20]3[C:15](=[CH:16][CH:17]=[CH:18][CH:19]=3)[CH2:14]2)[N:3]=1)[NH2:24]. (3) Given the reactants CC(OC)(C)C.[CH3:7][O:8][C:9]1[C:14]([C:15]#[N:16])=[C:13]([CH3:17])[CH:12]=[C:11]([CH3:18])[N:10]=1, predict the reaction product. The product is: [CH3:7][O:8][C:9]1[C:14]([CH2:15][NH2:16])=[C:13]([CH3:17])[CH:12]=[C:11]([CH3:18])[N:10]=1. (4) Given the reactants [CH2:1]([O:3][C:4](=[O:20])[CH2:5][C:6]1(O)[C:15]2[C:10](=[CH:11][CH:12]=[C:13]([O:16][CH3:17])[CH:14]=2)[CH2:9][CH2:8][CH:7]1[Cl:18])[CH3:2].FC(F)(F)S(OS(C(F)(F)F)(=O)=O)(=O)=O.Cl, predict the reaction product. The product is: [CH2:1]([O:3][C:4](=[O:20])[CH2:5][C:6]1[C:15]2[C:10](=[CH:11][CH:12]=[C:13]([O:16][CH3:17])[CH:14]=2)[CH2:9][CH2:8][C:7]=1[Cl:18])[CH3:2].